Dataset: Catalyst prediction with 721,799 reactions and 888 catalyst types from USPTO. Task: Predict which catalyst facilitates the given reaction. Reactant: Cl[C:2]1[N:7]=[C:6]([CH3:8])[C:5]([CH:9]([CH2:14][CH2:15][CH3:16])[C:10]([O:12][CH3:13])=[O:11])=[C:4]([C:17]2[CH:22]=[CH:21][C:20]([CH3:23])=[CH:19][CH:18]=2)[N:3]=1.[Cl:24][C:25]1[CH:30]=[CH:29][CH:28]=[CH:27][C:26]=1B(O)O.C(N(CC)C(C)C)(C)C. Product: [Cl:24][C:25]1[CH:30]=[CH:29][CH:28]=[CH:27][C:26]=1[C:2]1[N:7]=[C:6]([CH3:8])[C:5]([CH:9]([CH2:14][CH2:15][CH3:16])[C:10]([O:12][CH3:13])=[O:11])=[C:4]([C:17]2[CH:22]=[CH:21][C:20]([CH3:23])=[CH:19][CH:18]=2)[N:3]=1. The catalyst class is: 108.